Dataset: NCI-60 drug combinations with 297,098 pairs across 59 cell lines. Task: Regression. Given two drug SMILES strings and cell line genomic features, predict the synergy score measuring deviation from expected non-interaction effect. Drug 1: CC1CCC2CC(C(=CC=CC=CC(CC(C(=O)C(C(C(=CC(C(=O)CC(OC(=O)C3CCCCN3C(=O)C(=O)C1(O2)O)C(C)CC4CCC(C(C4)OC)OCCO)C)C)O)OC)C)C)C)OC. Drug 2: C1=NNC2=C1C(=O)NC=N2. Cell line: SF-295. Synergy scores: CSS=8.68, Synergy_ZIP=-5.98, Synergy_Bliss=-4.43, Synergy_Loewe=-24.7, Synergy_HSA=-5.57.